Task: Regression. Given a peptide amino acid sequence and an MHC pseudo amino acid sequence, predict their binding affinity value. This is MHC class I binding data.. Dataset: Peptide-MHC class I binding affinity with 185,985 pairs from IEDB/IMGT (1) The peptide sequence is ALYEENALK. The MHC is HLA-A02:19 with pseudo-sequence HLA-A02:19. The binding affinity (normalized) is 0.0847. (2) The peptide sequence is YVIKVSARV. The MHC is Patr-B1301 with pseudo-sequence Patr-B1301. The binding affinity (normalized) is 0.230. (3) The peptide sequence is KVFPYALINK. The MHC is HLA-B15:03 with pseudo-sequence HLA-B15:03. The binding affinity (normalized) is 0.250.